Dataset: Reaction yield outcomes from USPTO patents with 853,638 reactions. Task: Predict the reaction yield, written as a fraction of the theoretical maximum amount of product (1.0 means a 100% yield; for example, 0.34 means a 34% yield). (1) The catalyst is C(Cl)Cl. The yield is 0.457. The product is [NH2:1][C:2]1[O:3][C@H:4]2[C@@H:6]([C@:7]([C:12]3[CH:13]=[C:14]([NH:19][C:20](=[O:31])[C:21]4[C:26]([CH2:27][OH:28])=[CH:25][C:24]([Cl:30])=[CH:23][N:22]=4)[CH:15]=[CH:16][C:17]=3[F:18])([CH:9]([F:11])[F:10])[N:8]=1)[CH2:5]2. The reactants are [NH2:1][C:2]1[O:3][C@H:4]2[C@@H:6]([C@:7]([C:12]3[CH:13]=[C:14]([NH:19][C:20](=[O:31])[C:21]4[C:26]([CH2:27][O:28]C)=[CH:25][C:24]([Cl:30])=[CH:23][N:22]=4)[CH:15]=[CH:16][C:17]=3[F:18])([CH:9]([F:11])[F:10])[N:8]=1)[CH2:5]2.B(Br)(Br)Br. (2) The reactants are [S:1]1[C:5]2[CH:6]=[CH:7][CH:8]=[CH:9][C:4]=2[N:3]=[C:2]1[C:10]1[N:14]2[CH2:15][CH2:16][NH:17][CH2:18][C:13]2=[N:12][N:11]=1.[C:19]([O:24][C@@H:25]([C:27]1[N:32]=[C:31](Cl)[CH:30]=[CH:29][N:28]=1)[CH3:26])(=[O:23])[CH2:20][CH2:21][CH3:22].C(N(CC)CC)C. The catalyst is C(O)CCC. The product is [C:19]([O:24][C@@H:25]([C:27]1[N:28]=[C:29]([N:17]2[CH2:16][CH2:15][N:14]3[C:10]([C:2]4[S:1][C:5]5[CH:6]=[CH:7][CH:8]=[CH:9][C:4]=5[N:3]=4)=[N:11][N:12]=[C:13]3[CH2:18]2)[CH:30]=[CH:31][N:32]=1)[CH3:26])(=[O:23])[CH2:20][CH2:21][CH3:22]. The yield is 0.760. (3) The reactants are C(OC(=O)/[CH:5]=[C:6]1/[C:7]2[CH:21]=[CH:20][C:19]([F:22])=[CH:18][C:8]=2[O:9][CH2:10][C:11]2[C:16]([F:17])=[CH:15][CH:14]=[CH:13][C:12]/1=2)C.[OH-].[Na+].C([O-])(=O)C.[Li+].[Br:31]N1C(=O)CCC1=O.S([O-])([O-])(=O)=S.[Na+].[Na+].C(=O)(O)[O-].[Na+]. The catalyst is CO.C(#N)C.O. The product is [Br:31]/[CH:5]=[C:6]1/[C:7]2[CH:21]=[CH:20][C:19]([F:22])=[CH:18][C:8]=2[O:9][CH2:10][C:11]2[C:16]([F:17])=[CH:15][CH:14]=[CH:13][C:12]/1=2. The yield is 0.890. (4) The reactants are [NH2:1][C@H:2]([C:10]([N:12]1[CH2:23][CH2:22][CH2:21][C@@H:13]1[C:14]([O:16][C:17]([CH3:20])([CH3:19])[CH3:18])=[O:15])=[O:11])[CH2:3][C:4]1[CH:9]=[CH:8][CH:7]=[CH:6][CH:5]=1.[NH:24]([C:31]([O:33][CH2:34][C:35]1[CH:40]=[CH:39][CH:38]=[CH:37][CH:36]=1)=[O:32])[C:25]([C:28](O)=[O:29])([CH3:27])[CH3:26]. No catalyst specified. The product is [NH:24]([C:31]([O:33][CH2:34][C:35]1[CH:36]=[CH:37][CH:38]=[CH:39][CH:40]=1)=[O:32])[C:25]([C:28]([NH:1][C@H:2]([C:10]([N:12]1[CH2:23][CH2:22][CH2:21][C@@H:13]1[C:14]([O:16][C:17]([CH3:18])([CH3:19])[CH3:20])=[O:15])=[O:11])[CH2:3][C:4]1[CH:5]=[CH:6][CH:7]=[CH:8][CH:9]=1)=[O:29])([CH3:27])[CH3:26]. The yield is 0.850. (5) The catalyst is O1CCCC1. The reactants are [F:1][C:2]1[CH:11]=[CH:10][CH:9]=[C:8]2[C:3]=1[C:4](=[O:54])[N:5]1[C:15]([NH:16][C:17]3[CH:22]=[CH:21][C:20]([N:23]4[CH2:28][CH2:27][CH:26]([N:29]5[CH2:34][CH2:33][N:32]([S:35]([CH3:38])(=[O:37])=[O:36])[CH2:31][CH2:30]5)[CH2:25][CH2:24]4)=[CH:19][C:18]=3[O:39][CH3:40])=[N:14][C:13]3[N:41]([S:44]([C:47]4[CH:52]=[CH:51][C:50]([CH3:53])=[CH:49][CH:48]=4)(=[O:46])=[O:45])[CH:42]=[CH:43][C:12]=3[C:6]1=[N:7]2.[NH4+:55].[OH-]. The product is [F:1][C:2]1[CH:11]=[CH:10][CH:9]=[C:8]([NH:7][C:6]2[C:12]3[CH:43]=[CH:42][N:41]([S:44]([C:47]4[CH:52]=[CH:51][C:50]([CH3:53])=[CH:49][CH:48]=4)(=[O:45])=[O:46])[C:13]=3[N:14]=[C:15]([NH:16][C:17]3[CH:22]=[CH:21][C:20]([N:23]4[CH2:28][CH2:27][CH:26]([N:29]5[CH2:30][CH2:31][N:32]([S:35]([CH3:38])(=[O:37])=[O:36])[CH2:33][CH2:34]5)[CH2:25][CH2:24]4)=[CH:19][C:18]=3[O:39][CH3:40])[N:5]=2)[C:3]=1[C:4]([NH2:55])=[O:54]. The yield is 0.600. (6) The reactants are [F:1][C:2]1[CH:9]=[CH:8][C:5]([C:6]#[N:7])=[C:4]([O:10][CH3:11])[CH:3]=1.[ClH:12].[H][H]. The catalyst is C(O)C.[Pd]. The product is [ClH:12].[F:1][C:2]1[CH:9]=[CH:8][C:5]([CH2:6][NH2:7])=[C:4]([O:10][CH3:11])[CH:3]=1. The yield is 0.880.